This data is from Full USPTO retrosynthesis dataset with 1.9M reactions from patents (1976-2016). The task is: Predict the reactants needed to synthesize the given product. (1) Given the product [O-:12][N+:4]1[CH:3]=[C:2]([CH2:24][CH2:23][CH:22]=[O:25])[C:11]2[C:6](=[CH:7][CH:8]=[CH:9][CH:10]=2)[CH:5]=1, predict the reactants needed to synthesize it. The reactants are: Br[C:2]1[C:11]2[C:6](=[CH:7][CH:8]=[CH:9][CH:10]=2)[CH:5]=[N+:4]([O-:12])[CH:3]=1.[Cl-].[Li+].C(N(CC)CC)C.[CH2:22]([OH:25])[CH:23]=[CH2:24]. (2) Given the product [OH:16][CH2:14][CH:13]([C:18]1[CH:23]=[CH:22][CH:21]=[C:20]([C:24]([F:25])([F:26])[F:27])[CH:19]=1)[CH2:12][NH:3][C:4](=[O:11])[O:47][C:48]([CH3:51])([CH3:50])[CH3:49], predict the reactants needed to synthesize it. The reactants are: O=C1C2C(=CC=CC=2)[C:4](=[O:11])[N:3]1[CH2:12][CH:13]([C:18]1[CH:23]=[CH:22][CH:21]=[C:20]([C:24]([F:27])([F:26])[F:25])[CH:19]=1)[C:14]([O:16]C)=O.[BH4-].[Na+].NCC(C1C=CC=C(C(F)(F)F)C=1)CO.C(OC([O:47][C:48]([CH3:51])([CH3:50])[CH3:49])=O)([O:47][C:48]([CH3:51])([CH3:50])[CH3:49])=O. (3) The reactants are: [CH3:1][C:2]1[CH:3]=[C:4]([CH:7]=[CH:8][C:9]=1[N:10]1[CH2:15][CH2:14][CH:13]([CH2:16][N:17]2[CH2:21][CH2:20][CH2:19][CH2:18]2)[CH2:12][CH2:11]1)[CH:5]=O.[NH:22]1[CH2:27][CH2:26][CH2:25][CH2:24]C1. Given the product [CH3:1][C:2]1[CH:3]=[C:4]([CH:7]=[CH:8][C:9]=1[N:10]1[CH2:15][CH2:14][CH:13]([CH2:16][N:17]2[CH2:21][CH2:20][CH2:19][CH2:18]2)[CH2:12][CH2:11]1)[CH2:5][N:22]1[CH2:24][CH2:25][CH2:26][CH2:27]1, predict the reactants needed to synthesize it. (4) The reactants are: Br[C:2]1[CH:3]=[C:4]([C@H:9]([N:24]([CH3:35])[C:25](=[O:34])[O:26][CH2:27][C:28]2[CH:33]=[CH:32][CH:31]=[CH:30][CH:29]=2)[CH2:10][N:11]2[CH2:15][CH2:14][C@H:13]([O:16][Si:17]([C:20]([CH3:23])([CH3:22])[CH3:21])([CH3:19])[CH3:18])[CH2:12]2)[CH:5]=[CH:6][C:7]=1[F:8].[CH3:36][N:37](C)C=O. Given the product [CH2:27]([O:26][C:25](=[O:34])[N:24]([C@@H:9]([C:4]1[CH:5]=[CH:6][C:7]([F:8])=[C:2]([C:36]#[N:37])[CH:3]=1)[CH2:10][N:11]1[CH2:15][CH2:14][C@H:13]([O:16][Si:17]([C:20]([CH3:23])([CH3:22])[CH3:21])([CH3:19])[CH3:18])[CH2:12]1)[CH3:35])[C:28]1[CH:33]=[CH:32][CH:31]=[CH:30][CH:29]=1, predict the reactants needed to synthesize it. (5) The reactants are: CN(C)CCCOC1C=CC(C2SC(NC3C=CC=CC=3)=NC=2)=CC=1.[S:26]1[CH:30]=[CH:29][C:28]([C:31]2[S:35][C:34]([NH:36][C:37]3[CH:42]=[CH:41][C:40]([OH:43])=[CH:39][CH:38]=3)=[N:33][CH:32]=2)=[CH:27]1.Cl.Cl[CH2:46][CH2:47][N:48]1[CH2:53][CH2:52][O:51][CH2:50][CH2:49]1. Given the product [N:48]1([CH2:47][CH2:46][O:43][C:40]2[CH:41]=[CH:42][C:37]([NH:36][C:34]3[S:35][C:31]([C:28]4[CH:29]=[CH:30][S:26][CH:27]=4)=[CH:32][N:33]=3)=[CH:38][CH:39]=2)[CH2:53][CH2:52][O:51][CH2:50][CH2:49]1, predict the reactants needed to synthesize it. (6) Given the product [NH:1]1[C:9]2[C:4](=[C:5]([C:10]3[N:11]=[C:12]([N:22]4[CH2:27][CH2:26][O:25][CH2:24][CH2:23]4)[C:13]4[CH:18]=[C:17]([C:19]([N:34]5[CH2:35][CH2:36][N:31]([C:28](=[O:30])[CH3:29])[CH2:32][CH2:33]5)=[O:21])[S:16][C:14]=4[N:15]=3)[CH:6]=[CH:7][CH:8]=2)[CH:3]=[N:2]1, predict the reactants needed to synthesize it. The reactants are: [NH:1]1[C:9]2[C:4](=[C:5]([C:10]3[N:11]=[C:12]([N:22]4[CH2:27][CH2:26][O:25][CH2:24][CH2:23]4)[C:13]4[CH:18]=[C:17]([C:19]([OH:21])=O)[S:16][C:14]=4[N:15]=3)[CH:6]=[CH:7][CH:8]=2)[CH:3]=[N:2]1.[C:28]([N:31]1[CH2:36][CH2:35][NH:34][CH2:33][CH2:32]1)(=[O:30])[CH3:29]. (7) Given the product [Cl:1][C:2]1[C:3](=[O:19])[N:4]([CH2:21][C:22]2[N:23]=[CH:24][C:25]([C:28]([O:30][CH2:31][CH3:32])=[O:29])=[N:26][CH:27]=2)[C:5]([CH3:18])=[CH:6][C:7]=1[O:8][CH2:9][C:10]1[CH:15]=[CH:14][C:13]([F:16])=[CH:12][C:11]=1[F:17], predict the reactants needed to synthesize it. The reactants are: [Cl:1][C:2]1[C:3](=[O:19])[NH:4][C:5]([CH3:18])=[CH:6][C:7]=1[O:8][CH2:9][C:10]1[CH:15]=[CH:14][C:13]([F:16])=[CH:12][C:11]=1[F:17].Br[CH2:21][C:22]1[N:23]=[CH:24][C:25]([C:28]([O:30][CH2:31][CH3:32])=[O:29])=[N:26][CH:27]=1.[H-].[Na+].